The task is: Predict the reactants needed to synthesize the given product.. This data is from Full USPTO retrosynthesis dataset with 1.9M reactions from patents (1976-2016). (1) Given the product [O:1]=[C:2]1[CH2:6][CH2:5][CH2:4][N:3]1[C:7]1[CH:15]=[CH:14][C:10]([C:11]([Cl:19])=[O:12])=[CH:9][CH:8]=1, predict the reactants needed to synthesize it. The reactants are: [O:1]=[C:2]1[CH2:6][CH2:5][CH2:4][N:3]1[C:7]1[CH:15]=[CH:14][C:10]([C:11](O)=[O:12])=[CH:9][CH:8]=1.C(Cl)(=O)C([Cl:19])=O. (2) Given the product [Cl:1][C:2]1[C:7]([S:8]([CH3:11])(=[O:9])=[O:10])=[CH:6][C:5]([C:12]2[N:13]([C:33]([N:49]3[CH2:48][CH2:47][CH:46]([NH:45][C:43]([NH:42][CH:39]([CH3:41])[CH3:40])=[O:44])[CH2:51][CH2:50]3)=[O:34])[C@@:14]([C:26]3[CH:27]=[CH:28][C:29]([Cl:32])=[CH:30][CH:31]=3)([CH3:25])[C@@:15]([C:18]3[CH:23]=[CH:22][C:21]([Cl:24])=[CH:20][CH:19]=3)([CH3:17])[N:16]=2)=[C:4]([O:36][CH2:37][CH3:38])[CH:3]=1, predict the reactants needed to synthesize it. The reactants are: [Cl:1][C:2]1[C:7]([S:8]([CH3:11])(=[O:10])=[O:9])=[CH:6][C:5]([C:12]2[N:13]([C:33](Cl)=[O:34])[C@@:14]([C:26]3[CH:31]=[CH:30][C:29]([Cl:32])=[CH:28][CH:27]=3)([CH3:25])[C@@:15]([C:18]3[CH:23]=[CH:22][C:21]([Cl:24])=[CH:20][CH:19]=3)([CH3:17])[N:16]=2)=[C:4]([O:36][CH2:37][CH3:38])[CH:3]=1.[CH:39]([NH:42][C:43]([NH:45][CH:46]1[CH2:51][CH2:50][NH:49][CH2:48][CH2:47]1)=[O:44])([CH3:41])[CH3:40]. (3) Given the product [CH2:3]1[C:4]2[C:9](=[CH:8][CH:7]=[CH:6][CH:5]=2)[CH2:10][CH:2]1[NH:1][C:13](=[O:14])[C:12]([F:23])([F:22])[F:11], predict the reactants needed to synthesize it. The reactants are: [NH2:1][CH:2]1[CH2:10][C:9]2[C:4](=[CH:5][CH:6]=[CH:7][CH:8]=2)[CH2:3]1.[F:11][C:12]([F:23])([F:22])[C:13](O[C:13](=[O:14])[C:12]([F:23])([F:22])[F:11])=[O:14]. (4) Given the product [CH3:6][N:7]1[C:11]2=[N:12][CH:13]=[C:14]([C:16]([F:19])([F:17])[F:18])[CH:15]=[C:10]2[N:9]=[C:8]1[C:20]([O:22][CH3:1])=[O:21], predict the reactants needed to synthesize it. The reactants are: [CH2:1]([Li])CCC.[CH3:6][N:7]1[C:11]2=[N:12][CH:13]=[C:14]([C:16]([F:19])([F:18])[F:17])[CH:15]=[C:10]2[N:9]=[CH:8]1.[C:20](=[O:22])=[O:21]. (5) Given the product [CH3:1][NH:2][CH2:10][C:11]1([CH2:20][CH2:21][N:22]2[C@H:27]3[CH2:28][CH2:29][C@@H:23]2[CH2:24][CH:25]([N:30]2[C:34]4[CH:35]=[CH:36][CH:37]=[CH:38][C:33]=4[N:32]=[C:31]2[CH3:39])[CH2:26]3)[C:19]2[C:14](=[CH:15][CH:16]=[CH:17][CH:18]=2)[CH2:13][CH2:12]1, predict the reactants needed to synthesize it. The reactants are: [CH3:1][N:2]([CH2:10][C:11]1([CH2:20][CH2:21][N:22]2[C@H:27]3[CH2:28][CH2:29][C@@H:23]2[CH2:24][CH:25]([N:30]2[C:34]4[CH:35]=[CH:36][CH:37]=[CH:38][C:33]=4[N:32]=[C:31]2[CH3:39])[CH2:26]3)[C:19]2[C:14](=[CH:15][CH:16]=[CH:17][CH:18]=2)[CH2:13][CH2:12]1)C(=O)OC(C)(C)C.Cl.C([O-])(O)=O.[Na+].